Dataset: Forward reaction prediction with 1.9M reactions from USPTO patents (1976-2016). Task: Predict the product of the given reaction. (1) Given the reactants [CH2:1]([NH:9][C:10]([C:12]1[C:13]([C:18]2[CH:23]=[CH:22][CH:21]=[CH:20][C:19]=2[CH2:24][NH2:25])=[CH:14][CH:15]=[CH:16][CH:17]=1)=[O:11])[CH2:2][C:3]1[CH:8]=[CH:7][CH:6]=[CH:5][CH:4]=1.[C:26]([C:29]1[CH:34]=[CH:33][C:32]([S:35](Cl)(=[O:37])=[O:36])=[CH:31][CH:30]=1)(=[O:28])[CH3:27].C(NC(C1C(C2C=CC=CC=2C(S(C2C=CC(C(=O)C)=CC=2)(=O)=O)N)=CC=CC=1)=O)CC1C=CC=CC=1, predict the reaction product. The product is: [CH2:1]([NH:9][C:10]([C:12]1[C:13]([C:18]2[CH:23]=[CH:22][CH:21]=[CH:20][C:19]=2[CH2:24][NH:25][S:35]([C:32]2[CH:31]=[CH:30][C:29]([C:26](=[O:28])[CH3:27])=[CH:34][CH:33]=2)(=[O:37])=[O:36])=[CH:14][CH:15]=[CH:16][CH:17]=1)=[O:11])[CH2:2][C:3]1[CH:4]=[CH:5][CH:6]=[CH:7][CH:8]=1. (2) Given the reactants [NH2:1][C:2]1[CH:11]=[CH:10][CH:9]=[C:8]2[C:3]=1[CH:4]=[CH:5][C:6](=[O:12])[NH:7]2.[F:13][C:14]([F:23])([F:22])[C:15]([OH:21])([CH2:18][O:19][CH3:20])[CH:16]=O.[C:24](O)(=O)[CH3:25].[F-].[NH4+], predict the reaction product. The product is: [F:13][C:14]([F:23])([F:22])[C:15]([OH:21])([CH2:18][O:19][CH3:20])[C:16](=[N:1][C:2]1[CH:11]=[CH:10][CH:9]=[C:8]2[C:3]=1[CH:4]=[CH:5][C:6](=[O:12])[NH:7]2)[C:25]1[CH:24]=[CH:4][CH:3]=[CH:2][CH:11]=1.